From a dataset of Catalyst prediction with 721,799 reactions and 888 catalyst types from USPTO. Predict which catalyst facilitates the given reaction. (1) Reactant: [C:1]([O:5][C:6]([N:8]1[CH2:13][C:12](=[O:14])[NH:11][CH2:10][C@H:9]1[C:15]([OH:17])=O)=[O:7])([CH3:4])([CH3:3])[CH3:2].ON1C2C=CC=CC=2N=N1.[CH3:28][NH:29][CH3:30].Cl.CN(C)CCCN=C=NCC. Product: [C:1]([O:5][C:6]([N:8]1[CH2:13][C:12](=[O:14])[NH:11][CH2:10][C@H:9]1[C:15]([N:29]([CH3:30])[CH3:28])=[O:17])=[O:7])([CH3:2])([CH3:3])[CH3:4]. The catalyst class is: 9. (2) Reactant: [F:1][C:2]1[CH:3]=[C:4]([C:12]2[S:16][C:15]([NH:17][C:18]([NH2:20])=[O:19])=[N:14][C:13]=2[CH3:21])[CH:5]=[CH:6][C:7]=1[S:8]([CH3:11])(=[O:10])=[O:9].[CH2:22]([C:24]1[O:28][C:27]([CH2:29][CH2:30]N)=[N:26][CH:25]=1)[CH3:23].O1CCOCC1.CN(C=O)C. Product: [CH2:22]([C:24]1[O:28][C:27]([CH2:29][CH2:30][NH:20][C:18]([NH:17][C:15]2[S:16][C:12]([C:4]3[CH:5]=[CH:6][C:7]([S:8]([CH3:11])(=[O:9])=[O:10])=[C:2]([F:1])[CH:3]=3)=[C:13]([CH3:21])[N:14]=2)=[O:19])=[N:26][CH:25]=1)[CH3:23]. The catalyst class is: 66. (3) Reactant: [O:1]=[C:2]1[N:6]2[CH2:7][CH2:8][N:9]([C:11]([C:13]3[CH:20]=[CH:19][C:16]([CH:17]=O)=[CH:15][CH:14]=3)=[O:12])[CH2:10][CH:5]2[C:4]([C:27]2[CH:32]=[CH:31][CH:30]=[CH:29][CH:28]=2)([C:21]2[CH:26]=[CH:25][CH:24]=[CH:23][CH:22]=2)[O:3]1.[NH:33]1[CH2:38][CH:37]=[CH:36][CH2:35][CH2:34]1.C(O[BH-](OC(=O)C)OC(=O)C)(=O)C.[Na+]. Product: [N:33]1([CH2:17][C:16]2[CH:19]=[CH:20][C:13]([C:11]([N:9]3[CH2:8][CH2:7][N:6]4[C:2](=[O:1])[O:3][C:4]([C:27]5[CH:28]=[CH:29][CH:30]=[CH:31][CH:32]=5)([C:21]5[CH:22]=[CH:23][CH:24]=[CH:25][CH:26]=5)[CH:5]4[CH2:10]3)=[O:12])=[CH:14][CH:15]=2)[CH2:34][CH:35]=[CH:36][CH2:37][CH2:38]1. The catalyst class is: 30. (4) Reactant: [C:1]1([CH2:7][CH2:8][CH2:9][CH:10]([N:13]2C(=O)C3C(=CC=CC=3)C2=O)[CH:11]=[CH2:12])[CH:6]=[CH:5][CH:4]=[CH:3][CH:2]=1.NN.Cl.CCOCC. Product: [C:1]1([CH2:7][CH2:8][CH2:9][CH:10]([NH2:13])[CH:11]=[CH2:12])[CH:6]=[CH:5][CH:4]=[CH:3][CH:2]=1. The catalyst class is: 5. (5) Reactant: C([O:4][C:5]1[CH:6]=[C:7]([CH2:14][C:15]([NH:17][C:18]2[CH:19]=[CH:20][C:21]([CH:24]([CH3:31])[CH2:25][C:26]([O:28]CC)=[O:27])=[N:22][CH:23]=2)=[O:16])[CH:8]=[CH:9][C:10]=1[N+:11]([O-:13])=[O:12])(=O)C.[OH-].[Na+]. Product: [OH:4][C:5]1[CH:6]=[C:7]([CH2:14][C:15]([NH:17][C:18]2[CH:19]=[CH:20][C:21]([CH:24]([CH3:31])[CH2:25][C:26]([OH:28])=[O:27])=[N:22][CH:23]=2)=[O:16])[CH:8]=[CH:9][C:10]=1[N+:11]([O-:13])=[O:12]. The catalyst class is: 24. (6) Reactant: [Br:1][C:2]1[CH:3]=[C:4]([CH:8]=[CH:9][C:10]=1[O:11][CH3:12])[C:5]([OH:7])=O.C(Cl)(=O)C(Cl)=O.[CH3:19][N:20]1[CH:24]=[C:23]([CH2:25][NH2:26])[CH:22]=[N:21]1. Product: [Br:1][C:2]1[CH:3]=[C:4]([CH:8]=[CH:9][C:10]=1[O:11][CH3:12])[C:5]([NH:26][CH2:25][C:23]1[CH:22]=[N:21][N:20]([CH3:19])[CH:24]=1)=[O:7]. The catalyst class is: 85. (7) Reactant: [CH3:1][N:2]1[CH2:6][C:5]2([CH2:11][CH2:10][N:9](C(OC(C)(C)C)=O)[CH2:8][CH2:7]2)[O:4][C:3]1=[O:19].[ClH:20]. Product: [ClH:20].[CH3:1][N:2]1[CH2:6][C:5]2([CH2:11][CH2:10][NH:9][CH2:8][CH2:7]2)[O:4][C:3]1=[O:19]. The catalyst class is: 5.